From a dataset of Forward reaction prediction with 1.9M reactions from USPTO patents (1976-2016). Predict the product of the given reaction. (1) Given the reactants Br[C:2]1[CH:3]=[C:4]2[C:8](=[CH:9][CH:10]=1)[NH:7][N:6]=[CH:5]2.[C:11]([Si:13]([CH3:16])([CH3:15])[CH3:14])#[CH:12], predict the reaction product. The product is: [CH3:14][Si:13]([C:11]#[C:12][C:2]1[CH:3]=[C:4]2[C:8](=[CH:9][CH:10]=1)[NH:7][N:6]=[CH:5]2)([CH3:16])[CH3:15]. (2) Given the reactants [OH:1][C:2]1[CH:3]=[C:4]2[C:9](=[CH:10][CH:11]=1)[C:8](=[O:12])[N:7]([C:13]1[CH:18]=[CH:17][C:16]([OH:19])=[CH:15][CH:14]=1)[CH:6]=[C:5]2[C:20]1[CH:29]=[CH:28][C:23]([C:24]([O:26]C)=[O:25])=[CH:22][CH:21]=1.B(Br)(Br)Br, predict the reaction product. The product is: [OH:1][C:2]1[CH:3]=[C:4]2[C:9](=[CH:10][CH:11]=1)[C:8](=[O:12])[N:7]([C:13]1[CH:14]=[CH:15][C:16]([OH:19])=[CH:17][CH:18]=1)[CH:6]=[C:5]2[C:20]1[CH:29]=[CH:28][C:23]([C:24]([OH:26])=[O:25])=[CH:22][CH:21]=1.